Dataset: Forward reaction prediction with 1.9M reactions from USPTO patents (1976-2016). Task: Predict the product of the given reaction. (1) Given the reactants Br[CH2:2][CH2:3][CH2:4][CH2:5][CH2:6][CH2:7][CH2:8][CH2:9][CH2:10][CH2:11][CH2:12][CH2:13][Br:14].[Si:15]([O:22][C@H:23]([CH2:26][CH2:27][CH2:28][CH3:29])[C:24]#[CH:25])([C:18]([CH3:21])([CH3:20])[CH3:19])([CH3:17])[CH3:16].O1CCCCC1OCCCC#C, predict the reaction product. The product is: [Br:14][CH2:13][CH2:12][CH2:11][CH2:10][CH2:9][CH2:8][CH2:7][CH2:6][CH2:5][CH2:4][CH2:3][CH2:2][C:25]#[C:24][C@@H:23]([CH2:26][CH2:27][CH2:28][CH3:29])[O:22][Si:15]([C:18]([CH3:19])([CH3:20])[CH3:21])([CH3:16])[CH3:17]. (2) Given the reactants [F:1][C:2]1[CH:7]=[CH:6][C:5]([N:8]2[C:12]3[CH:13]=[N:14][CH:15]=[C:16]([C:17]([OH:19])=O)[C:11]=3[CH:10]=[N:9]2)=[CH:4][CH:3]=1.CN(C(ON1N=NC2C=CC=NC1=2)=[N+](C)C)C.F[P-](F)(F)(F)(F)F.C(N(CC)C(C)C)(C)C.FC(F)(F)C(O)=O.[Br:60][C:61]1[CH:66]=[C:65]([C:67]2([NH2:70])[CH2:69][CH2:68]2)[CH:64]=[CH:63][N:62]=1, predict the reaction product. The product is: [Br:60][C:61]1[CH:66]=[C:65]([C:67]2([NH:70][C:17]([C:16]3[C:11]4[CH:10]=[N:9][N:8]([C:5]5[CH:4]=[CH:3][C:2]([F:1])=[CH:7][CH:6]=5)[C:12]=4[CH:13]=[N:14][CH:15]=3)=[O:19])[CH2:68][CH2:69]2)[CH:64]=[CH:63][N:62]=1. (3) Given the reactants [Si:1]([O:18][CH2:19][CH2:20][CH:21]([OH:25])[CH2:22][CH:23]=[CH2:24])([C:14]([CH3:17])([CH3:16])[CH3:15])([C:8]1[CH:13]=[CH:12][CH:11]=[CH:10][CH:9]=1)[C:2]1[CH:7]=[CH:6][CH:5]=[CH:4][CH:3]=1.[CH2:26](I)[CH3:27].[H-].[Na+], predict the reaction product. The product is: [C:14]([Si:1]([O:18][CH2:19][CH2:20][CH:21]([O:25][CH2:26][CH3:27])[CH2:22][CH:23]=[CH2:24])([C:8]1[CH:9]=[CH:10][CH:11]=[CH:12][CH:13]=1)[C:2]1[CH:3]=[CH:4][CH:5]=[CH:6][CH:7]=1)([CH3:16])([CH3:17])[CH3:15]. (4) Given the reactants [S:1]1[C:5]2[CH:6]=[CH:7][CH:8]=[CH:9][C:4]=2[N:3]=[C:2]1[NH:10][CH2:11][C:12]([N:14]1[C:23]2[C:18](=[CH:19][CH:20]=[CH:21][CH:22]=2)[CH2:17][CH2:16][CH2:15]1)=[O:13].[N:24]#[C:25]Br.C([O-])([O-])=O.[K+].[K+], predict the reaction product. The product is: [S:1]1[C:5]2[CH:6]=[CH:7][CH:8]=[CH:9][C:4]=2[N:3]=[C:2]1[N:10]([CH2:11][C:12]([N:14]1[C:23]2[C:18](=[CH:19][CH:20]=[CH:21][CH:22]=2)[CH2:17][CH2:16][CH2:15]1)=[O:13])[C:25]#[N:24].